Predict the reaction yield, written as a fraction of the theoretical maximum amount of product (1.0 means a 100% yield; for example, 0.34 means a 34% yield). From a dataset of Reaction yield outcomes from USPTO patents with 853,638 reactions. (1) The reactants are [NH2:1][C:2]1[CH:3]=[C:4]([OH:8])[CH:5]=[CH:6][CH:7]=1.Cl[C:10]1[C:19]2[C:14](=[CH:15][C:16]([O:22][CH2:23][CH2:24][O:25][CH3:26])=[C:17]([O:20][CH3:21])[CH:18]=2)[N:13]=[CH:12][N:11]=1. No catalyst specified. The product is [CH3:21][O:20][C:17]1[CH:18]=[C:19]2[C:14](=[CH:15][C:16]=1[O:22][CH2:23][CH2:24][O:25][CH3:26])[N:13]=[CH:12][N:11]=[C:10]2[O:8][C:4]1[CH:3]=[C:2]([CH:7]=[CH:6][CH:5]=1)[NH2:1]. The yield is 0.340. (2) The reactants are [C:1]1([CH3:11])[CH:6]=[CH:5][C:4]([S:7](Cl)(=[O:9])=[O:8])=[CH:3][CH:2]=1.[CH:12]1([CH2:15][CH2:16][OH:17])[CH2:14][CH2:13]1. The catalyst is N1C=CC=CC=1.ClCCl.CCOCC. The product is [CH:12]1([CH2:15][CH2:16][O:17][S:7]([C:4]2[CH:5]=[CH:6][C:1]([CH3:11])=[CH:2][CH:3]=2)(=[O:9])=[O:8])[CH2:14][CH2:13]1. The yield is 0.890. (3) The reactants are Cl.[NH:2]1[CH2:5][CH:4]([C:6]2[C:11]([N:12]3[CH2:17][CH2:16][CH2:15][CH2:14][CH2:13]3)=[N:10][CH:9]=[CH:8][N:7]=2)[CH2:3]1.Cl[C:19]1[CH:28]=[CH:27][C:26]2[C:21](=[CH:22][CH:23]=[CH:24][CH:25]=2)[N:20]=1.C([O-])([O-])=O.[Cs+].[Cs+]. The catalyst is CN(C=O)C.O. The product is [N:12]1([C:11]2[C:6]([CH:4]3[CH2:5][N:2]([C:19]4[CH:28]=[CH:27][C:26]5[C:21](=[CH:22][CH:23]=[CH:24][CH:25]=5)[N:20]=4)[CH2:3]3)=[N:7][CH:8]=[CH:9][N:10]=2)[CH2:13][CH2:14][CH2:15][CH2:16][CH2:17]1. The yield is 0.170. (4) The reactants are [Cl:1][C:2]1[CH:7]=[C:6]([C:8]#[N:9])[CH:5]=[CH:4][C:3]=1[C:10]1[CH:11]=[CH:12][C:13]2[N:17]=[C:16]([C@@H:18]([NH:42]C(=O)OC(C)(C)C)[CH2:19][C:20](=[O:41])[NH:21]C(C3C=CC=CC=3)(C3C=CC=CC=3)C3C=CC=CC=3)[NH:15][C:14]=2[CH:50]=1.FC(F)(F)C(O)=O. No catalyst specified. The product is [NH2:42][C@H:18]([C:16]1[NH:17][C:13]2[CH:12]=[CH:11][C:10]([C:3]3[CH:4]=[CH:5][C:6]([C:8]#[N:9])=[CH:7][C:2]=3[Cl:1])=[CH:50][C:14]=2[N:15]=1)[CH2:19][C:20]([NH2:21])=[O:41]. The yield is 0.650. (5) The reactants are [Cl:1][C:2]1[CH:7]=[C:6]([Cl:8])[CH:5]=[CH:4][C:3]=1[C:9]1[N:10]=[C:11]([CH2:16][C:17]2[CH:22]=[CH:21][C:20]([C:23]3[CH:28]=[CH:27][C:26]([OH:29])=[CH:25][CH:24]=3)=[CH:19][CH:18]=2)[N:12]([CH2:14][CH3:15])[CH:13]=1.[NH2:30][C:31]1[CH:40]=[CH:39][C:38](Br)=[CH:37][C:32]=1[C:33]([O:35][CH3:36])=[O:34]. No catalyst specified. The product is [CH3:36][O:35][C:33](=[O:34])[C:32]1[CH:37]=[C:38]([O:29][C:26]2[CH:25]=[CH:24][C:23]([C:20]3[CH:21]=[CH:22][C:17]([CH2:16][C:11]4[N:12]([CH2:14][CH3:15])[CH:13]=[C:9]([C:3]5[CH:4]=[CH:5][C:6]([Cl:8])=[CH:7][C:2]=5[Cl:1])[N:10]=4)=[CH:18][CH:19]=3)=[CH:28][CH:27]=2)[CH:39]=[CH:40][C:31]=1[NH2:30]. The yield is 0.220. (6) The reactants are Cl.[NH:2]([C:4]1[CH:5]=[C:6]([CH:10]=[CH:11][CH:12]=1)[C:7]([OH:9])=[O:8])[NH2:3].[CH3:13][C:14]([CH3:21])([CH3:20])[C:15](=O)[CH2:16][C:17]#[N:18].[CH3:22][CH2:23]O. No catalyst specified. The product is [CH2:22]([O:8][C:7](=[O:9])[C:6]1[CH:10]=[CH:11][CH:12]=[C:4]([N:2]2[C:17]([NH2:18])=[CH:16][C:15]([C:14]([CH3:21])([CH3:20])[CH3:13])=[N:3]2)[CH:5]=1)[CH3:23].[NH2:18][C:17]1[N:2]([C:4]2[CH:5]=[C:6]([CH:10]=[CH:11][CH:12]=2)[C:7]([OH:9])=[O:8])[N:3]=[C:15]([C:14]([CH3:21])([CH3:20])[CH3:13])[CH:16]=1. The yield is 0.400. (7) The reactants are [Cl:1][C:2]1[C:3]([F:12])=[C:4]([CH2:8][C:9]([OH:11])=[O:10])[CH:5]=[CH:6][CH:7]=1.S(Cl)(Cl)=O.[CH3:17][CH2:18]O. No catalyst specified. The product is [Cl:1][C:2]1[C:3]([F:12])=[C:4]([CH2:8][C:9]([O:11][CH2:17][CH3:18])=[O:10])[CH:5]=[CH:6][CH:7]=1. The yield is 0.794. (8) The reactants are [Li]C(C)(C)C.C(O[C:11](=O)[NH:12][C:13]1[CH:18]=[CH:17][N:16]=[CH:15][C:14]=1[CH3:19])(C)(C)C.CN(CCN(C)C)C.[F:29][C:30]1[CH:41]=[CH:40][CH:39]=[C:38]([F:42])[C:31]=1C(N(OC)C)=O.Cl.C([O-])(O)=O.[Na+]. The catalyst is C1COCC1. The product is [F:29][C:30]1[CH:41]=[CH:40][CH:39]=[C:38]([F:42])[C:31]=1[C:11]1[NH:12][C:13]2[CH:18]=[CH:17][N:16]=[CH:15][C:14]=2[CH:19]=1. The yield is 0.220. (9) The reactants are [CH3:1][O:2][C:3]1[CH:8]=[CH:7][C:6]([C:9]2[N:10]([C:19]3[CH:24]=[CH:23][C:22]([S:25]([CH3:28])(=[O:27])=[O:26])=[CH:21][CH:20]=3)[CH2:11][C:12](O)([C:14]([F:17])([F:16])[F:15])[N:13]=2)=[CH:5][N:4]=1.O.C1(C)C=CC(S(O)(=O)=O)=CC=1. The catalyst is C1(C)C=CC=CC=1. The product is [CH3:1][O:2][C:3]1[CH:8]=[CH:7][C:6]([C:9]2[N:10]([C:19]3[CH:24]=[CH:23][C:22]([S:25]([CH3:28])(=[O:27])=[O:26])=[CH:21][CH:20]=3)[CH:11]=[C:12]([C:14]([F:16])([F:17])[F:15])[N:13]=2)=[CH:5][N:4]=1. The yield is 0.490.